Dataset: Catalyst prediction with 721,799 reactions and 888 catalyst types from USPTO. Task: Predict which catalyst facilitates the given reaction. (1) Reactant: C([O-])(=O)C.[Na+].O.Br[CH:8](Br)[C:9]([C:11]([F:14])([F:13])[F:12])=[O:10].[F:16][C:17]1[CH:22]=[C:21]([Cl:23])[C:20]([O:24][CH:25]([CH3:27])[CH3:26])=[CH:19][C:18]=1[NH:28][NH2:29]. Product: [Cl:23][C:21]1[C:20]([O:24][CH:25]([CH3:26])[CH3:27])=[CH:19][C:18]([NH:28][N:29]=[CH:8][C:9](=[O:10])[C:11]([F:14])([F:13])[F:12])=[C:17]([F:16])[CH:22]=1. The catalyst class is: 27. (2) Reactant: [OH:1][C@:2]([C:26]1[CH:31]=[CH:30][CH:29]=[C:28]([OH:32])[CH:27]=1)([C:20]1[CH:25]=[CH:24][CH:23]=[CH:22][CH:21]=1)[C:3]([O:5][CH2:6][CH:7]1[CH2:12][CH2:11][N:10](C(OC(C)(C)C)=O)[CH2:9][CH2:8]1)=[O:4].[ClH:33].O1CCOCC1. Product: [ClH:33].[OH:1][C@:2]([C:26]1[CH:31]=[CH:30][CH:29]=[C:28]([OH:32])[CH:27]=1)([C:20]1[CH:25]=[CH:24][CH:23]=[CH:22][CH:21]=1)[C:3]([O:5][CH2:6][CH:7]1[CH2:8][CH2:9][NH:10][CH2:11][CH2:12]1)=[O:4]. The catalyst class is: 12.